Dataset: Aqueous solubility values for 9,982 compounds from the AqSolDB database. Task: Regression/Classification. Given a drug SMILES string, predict its absorption, distribution, metabolism, or excretion properties. Task type varies by dataset: regression for continuous measurements (e.g., permeability, clearance, half-life) or binary classification for categorical outcomes (e.g., BBB penetration, CYP inhibition). For this dataset (solubility_aqsoldb), we predict Y. (1) The Y is -1.84 log mol/L. The molecule is O=C(O)/C=C/c1ccco1. (2) The compound is CC(C)OC(=O)c1cc(C(=O)OC(C)C)cc([N+](=O)[O-])c1. The Y is -5.04 log mol/L. (3) The Y is -2.18 log mol/L. The molecule is C=C(C)C1CCC(C)C(=O)C1. (4) The compound is CCCCCCCCCCCCCCCCCCOC(=O)CCc1cc(C(C)(C)C)c(O)c(C(C)(C)C)c1. The Y is -8.27 log mol/L. (5) The compound is C=Cc1cc(Br)ccc1Br. The Y is -4.58 log mol/L. (6) The molecule is CC12CCC3c4ccc(O)cc4CCC3C1CCC2=O. The Y is -5.11 log mol/L. (7) The drug is c1ccc2c3c(ccc2c1)-c1cccc2cccc-3c12. The Y is -8.00 log mol/L.